Dataset: Forward reaction prediction with 1.9M reactions from USPTO patents (1976-2016). Task: Predict the product of the given reaction. (1) The product is: [C:1]([CH:5]1[N:9]([CH2:10][CH2:11][CH:12]([CH3:14])[CH3:13])[C:8](=[O:15])[C:7]([C:16]2[NH:21][C:20]3[CH:22]=[CH:23][C:24]([NH:26][S:27]([CH3:30])(=[O:28])=[O:29])=[CH:25][C:19]=3[S:18](=[O:32])(=[O:31])[C:17]=2[C:41]#[N:42])=[C:6]1[OH:33])([CH3:3])([CH3:4])[CH3:2]. Given the reactants [C:1]([CH:5]1[N:9]([CH2:10][CH2:11][CH:12]([CH3:14])[CH3:13])[C:8](=[O:15])[C:7]([C:16]2[NH:21][C:20]3[CH:22]=[CH:23][C:24]([NH:26][S:27]([CH3:30])(=[O:29])=[O:28])=[CH:25][C:19]=3[S:18](=[O:32])(=[O:31])[CH:17]=2)=[C:6]1[OH:33])([CH3:4])([CH3:3])[CH3:2].C(C1[N:42](CC2C=CC(F)=C(C)C=2)[C:41](=O)C(C2NC3C=CC(NS(C)(=O)=O)=CC=3S(=O)(=O)C=2)=C1O)(C)(C)C, predict the reaction product. (2) Given the reactants Cl[C:2]1[N:7]=[C:6]([C:8]2[S:12][C:11]([C:13]([CH3:16])([CH3:15])[CH3:14])=[N:10][C:9]=2[C:17]2[C:18]([F:35])=[C:19]([NH:23][S:24]([C:27]3[CH:32]=[C:31]([F:33])[CH:30]=[CH:29][C:28]=3[F:34])(=[O:26])=[O:25])[CH:20]=[CH:21][CH:22]=2)[CH:5]=[CH:4][N:3]=1.[CH3:36][Zn]C.C1(C)C=CC=CC=1.C(Cl)Cl, predict the reaction product. The product is: [CH3:14][C:13]([C:11]1[S:12][C:8]([C:6]2[CH:5]=[CH:4][N:3]=[C:2]([CH3:36])[N:7]=2)=[C:9]([C:17]2[C:18]([F:35])=[C:19]([NH:23][S:24]([C:27]3[CH:32]=[C:31]([F:33])[CH:30]=[CH:29][C:28]=3[F:34])(=[O:26])=[O:25])[CH:20]=[CH:21][CH:22]=2)[N:10]=1)([CH3:16])[CH3:15]. (3) Given the reactants [Br:1][C:2]1[CH:3]=[C:4]([NH2:10])[C:5]([O:8][CH3:9])=[N:6][CH:7]=1.[CH3:11][S:12](Cl)(=[O:14])=[O:13], predict the reaction product. The product is: [Br:1][C:2]1[CH:3]=[C:4]([NH:10][S:12]([CH3:11])(=[O:14])=[O:13])[C:5]([O:8][CH3:9])=[N:6][CH:7]=1. (4) Given the reactants Cl[C:2]1[C:11]2[C:6](=[CH:7][CH:8]=[C:9]([I:12])[CH:10]=2)[N:5]=[CH:4][N:3]=1.[CH3:13][C:14]1[CH:19]=[C:18]([N:20]2[CH2:25][CH2:24][O:23][CH2:22][CH2:21]2)[CH:17]=[CH:16][C:15]=1[NH2:26], predict the reaction product. The product is: [I:12][C:9]1[CH:10]=[C:11]2[C:6](=[CH:7][CH:8]=1)[N:5]=[CH:4][N:3]=[C:2]2[NH:26][C:15]1[CH:16]=[CH:17][C:18]([N:20]2[CH2:25][CH2:24][O:23][CH2:22][CH2:21]2)=[CH:19][C:14]=1[CH3:13]. (5) The product is: [CH3:26][C:27]1([CH3:42])[C:31]2=[N:32][CH:33]=[C:34]([N:36]3[CH2:41][CH2:40][O:39][CH2:38][CH2:37]3)[CH:35]=[C:30]2[N:29]([C:2]2[C:11]3[C:6](=[CH:7][C:8]([F:13])=[CH:9][C:10]=3[F:12])[N:5]=[C:4]([C:14]3[CH:19]=[C:18]([CH3:20])[CH:17]=[CH:16][C:15]=3[S:21]([CH3:24])(=[O:23])=[O:22])[C:3]=2[CH3:25])[CH2:28]1. Given the reactants Cl[C:2]1[C:11]2[C:6](=[CH:7][C:8]([F:13])=[CH:9][C:10]=2[F:12])[N:5]=[C:4]([C:14]2[CH:19]=[C:18]([CH3:20])[CH:17]=[CH:16][C:15]=2[S:21]([CH3:24])(=[O:23])=[O:22])[C:3]=1[CH3:25].[CH3:26][C:27]1([CH3:42])[C:31]2=[N:32][CH:33]=[C:34]([N:36]3[CH2:41][CH2:40][O:39][CH2:38][CH2:37]3)[CH:35]=[C:30]2[NH:29][CH2:28]1, predict the reaction product. (6) Given the reactants [Cl:1][C:2]1[CH:7]=[C:6]([C:8]2[NH:16][C:15]3[CH2:14][CH2:13][NH:12][C:11](=[O:17])[C:10]=3[CH:9]=2)[CH:5]=[CH:4][N:3]=1.[CH2:18]([Br:21])[CH:19]=[CH2:20], predict the reaction product. The product is: [Br-:21].[CH2:20]([N+:3]1[CH:4]=[CH:5][C:6]([C:8]2[NH:16][C:15]3[CH2:14][CH2:13][NH:12][C:11](=[O:17])[C:10]=3[CH:9]=2)=[CH:7][C:2]=1[Cl:1])[CH:19]=[CH2:18].